Dataset: Merck oncology drug combination screen with 23,052 pairs across 39 cell lines. Task: Regression. Given two drug SMILES strings and cell line genomic features, predict the synergy score measuring deviation from expected non-interaction effect. Drug 1: O=S1(=O)NC2(CN1CC(F)(F)F)C1CCC2Cc2cc(C=CCN3CCC(C(F)(F)F)CC3)ccc2C1. Drug 2: NC1(c2ccc(-c3nc4ccn5c(=O)[nH]nc5c4cc3-c3ccccc3)cc2)CCC1. Cell line: DLD1. Synergy scores: synergy=15.2.